From a dataset of Forward reaction prediction with 1.9M reactions from USPTO patents (1976-2016). Predict the product of the given reaction. Given the reactants [Cl-].[Al+3].[Cl-].[Cl-].[Cl:5][C:6]1[CH:11]=[CH:10][C:9]([S:12](Cl)(=[O:14])=[O:13])=[CH:8][C:7]=1[N+:16]([O-:18])=[O:17], predict the reaction product. The product is: [C:6]1([S:12]([C:9]2[CH:10]=[CH:11][C:6]([Cl:5])=[C:7]([N+:16]([O-:18])=[O:17])[CH:8]=2)(=[O:14])=[O:13])[CH:11]=[CH:10][CH:9]=[CH:8][CH:7]=1.